Dataset: Peptide-MHC class II binding affinity with 134,281 pairs from IEDB. Task: Regression. Given a peptide amino acid sequence and an MHC pseudo amino acid sequence, predict their binding affinity value. This is MHC class II binding data. (1) The peptide sequence is INEPTAAAIAFGLDR. The MHC is HLA-DQA10102-DQB10602 with pseudo-sequence HLA-DQA10102-DQB10602. The binding affinity (normalized) is 0.847. (2) The peptide sequence is NCVLKKSTNGLRIKS. The MHC is DRB1_0401 with pseudo-sequence DRB1_0401. The binding affinity (normalized) is 0.448. (3) The peptide sequence is FFIQSFTMSTALKRL. The MHC is HLA-DQA10401-DQB10402 with pseudo-sequence HLA-DQA10401-DQB10402. The binding affinity (normalized) is 0.379. (4) The peptide sequence is DKLTGPFTVRYTTEG. The MHC is HLA-DPA10201-DPB10501 with pseudo-sequence HLA-DPA10201-DPB10501. The binding affinity (normalized) is 0. (5) The peptide sequence is KQSECASAHIRQSDY. The MHC is DRB1_0101 with pseudo-sequence DRB1_0101. The binding affinity (normalized) is 0.381. (6) The peptide sequence is FVAGAKYMVIQGEPG. The MHC is DRB1_0401 with pseudo-sequence DRB1_0401. The binding affinity (normalized) is 0.399.